From a dataset of Catalyst prediction with 721,799 reactions and 888 catalyst types from USPTO. Predict which catalyst facilitates the given reaction. (1) Reactant: Cl[C:2]1[C:7]2=[N:8][N:9]=[CH:10][N:6]2[N:5]=[C:4]([C:11]2[CH:16]=[CH:15][C:14]([Cl:17])=[CH:13][C:12]=2[Cl:18])[N:3]=1.Cl.[NH2:20][C:21]1[C:26]([C:27](=[O:32])[C:28]([F:31])([F:30])[F:29])=[CH:25][CH:24]=[C:23]([NH:33][CH2:34][CH2:35][NH2:36])[N:22]=1.C(N(CC)C(C)C)(C)C. Product: [NH2:20][C:21]1[C:26]([C:27](=[O:32])[C:28]([F:29])([F:31])[F:30])=[CH:25][CH:24]=[C:23]([NH:33][CH2:34][CH2:35][NH:36][C:2]2[C:7]3=[N:8][N:9]=[CH:10][N:6]3[N:5]=[C:4]([C:11]3[CH:16]=[CH:15][C:14]([Cl:17])=[CH:13][C:12]=3[Cl:18])[N:3]=2)[N:22]=1. The catalyst class is: 16. (2) Product: [NH2:12][C:8]1[CH:7]=[C:6]([CH:2]([OH:1])[CH2:3][C:4]#[N:5])[CH:11]=[CH:10][CH:9]=1. Reactant: [OH:1][CH:2]([C:6]1[CH:11]=[CH:10][CH:9]=[C:8]([N+:12]([O-])=O)[CH:7]=1)[CH2:3][C:4]#[N:5]. The catalyst class is: 99. (3) Reactant: [CH3:1][C:2]1[CH:3]=[C:4]([CH:24]=[CH:25][CH:26]=1)[O:5][C:6]1[CH:11]=[CH:10][C:9]([CH2:12][NH:13][C:14](=[O:23])[C:15]2[CH:20]=[CH:19][C:18]([CH3:21])=[N:17][C:16]=2Cl)=[CH:8][CH:7]=1.[NH3:27]. Product: [CH3:1][C:2]1[CH:3]=[C:4]([CH:24]=[CH:25][CH:26]=1)[O:5][C:6]1[CH:11]=[CH:10][C:9]([CH2:12][NH:13][C:14](=[O:23])[C:15]2[CH:20]=[CH:19][C:18]([CH3:21])=[N:17][C:16]=2[NH2:27])=[CH:8][CH:7]=1. The catalyst class is: 12. (4) Reactant: [H-].[Na+].[CH2:3]([N:10]1[CH2:15][CH2:14][C:13]([C:18]2[CH:19]=[N:20][CH:21]=[CH:22][CH:23]=2)([NH:16][CH3:17])[CH2:12][CH2:11]1)[C:4]1[CH:9]=[CH:8][CH:7]=[CH:6][CH:5]=1.Cl[C:25]([O:27][CH3:28])=[O:26]. Product: [CH2:3]([N:10]1[CH2:11][CH2:12][C:13]([N:16]([CH3:17])[C:25](=[O:26])[O:27][CH3:28])([C:18]2[CH:19]=[N:20][CH:21]=[CH:22][CH:23]=2)[CH2:14][CH2:15]1)[C:4]1[CH:9]=[CH:8][CH:7]=[CH:6][CH:5]=1. The catalyst class is: 1.